Task: Predict the reaction yield, written as a fraction of the theoretical maximum amount of product (1.0 means a 100% yield; for example, 0.34 means a 34% yield).. Dataset: Reaction yield outcomes from USPTO patents with 853,638 reactions (1) The reactants are O[CH:2]1[CH2:5][N:4]([C:6]([O:8][C:9]([CH3:12])([CH3:11])[CH3:10])=[O:7])[CH2:3]1.N1C=CN=C1.C1(P(C2C=CC=CC=2)C2C=CC=CC=2)C=CC=CC=1.[I:37]I.C([O-])(O)=O.[Na+]. The catalyst is C1(C)C=CC=CC=1. The product is [I:37][CH:2]1[CH2:5][N:4]([C:6]([O:8][C:9]([CH3:12])([CH3:11])[CH3:10])=[O:7])[CH2:3]1. The yield is 0.930. (2) The reactants are [Cl:1][C:2]1[CH:7]=[CH:6][CH:5]=[CH:4][C:3]=1/[CH:8]=[CH:9]/[CH3:10].CC[C@H]1[C@H]2C[C@H]([C@H](OC3C4C(=CC=CC=4)C(O[C@H](C4C=CN=C5C=4C=C(OC)C=C5)[C@@H]4N5C[C@H](CC)[C@@H](CC5)C4)=NN=3)C3C=CN=C4C=3C=C([O:32]C)C=C4)N(CC2)C1.CS(N)(=O)=O.CC(O)(C)C.[OH2:79]. No catalyst specified. The product is [Cl:1][C:2]1[CH:7]=[CH:6][CH:5]=[CH:4][C:3]=1[C@@H:8]([OH:32])[C@H:9]([OH:79])[CH3:10]. The yield is 0.900.